This data is from Forward reaction prediction with 1.9M reactions from USPTO patents (1976-2016). The task is: Predict the product of the given reaction. (1) Given the reactants [CH2:1]([O:8][C:9]([NH:11][C@H:12]1[CH2:17][CH2:16][N:15]([C:18]2[CH:19]=[C:20]([CH:24]=[CH:25][CH:26]=2)[C:21]([OH:23])=[O:22])[CH2:14][C@H:13]1[O:27][CH3:28])=[O:10])[C:2]1[CH:7]=[CH:6][CH:5]=[CH:4][CH:3]=1.[C:29](OC(O[C:29]([CH3:32])([CH3:31])[CH3:30])N(C)C)([CH3:32])([CH3:31])[CH3:30].C(OCC)(=O)C, predict the reaction product. The product is: [CH2:1]([O:8][C:9]([NH:11][C@H:12]1[CH2:17][CH2:16][N:15]([C:18]2[CH:19]=[C:20]([CH:24]=[CH:25][CH:26]=2)[C:21]([O:23][C:29]([CH3:32])([CH3:31])[CH3:30])=[O:22])[CH2:14][C@H:13]1[O:27][CH3:28])=[O:10])[C:2]1[CH:7]=[CH:6][CH:5]=[CH:4][CH:3]=1. (2) Given the reactants [CH:1](=[O:8])[C:2]1[CH:7]=[CH:6][CH:5]=[CH:4][CH:3]=1.C[CH:10]([CH3:12])[O-].[Al+3].[CH3:14][CH:15](C)[O-].CC(C)[O-].C[CH2:23][O:24][C:25]([CH3:27])=O.[CH3:28][CH2:29][CH2:30][CH2:31][CH2:32][CH3:33], predict the reaction product. The product is: [CH2:14]([C@:2]12[CH2:7][CH2:6][C:5]3[C:30]4[CH:29]=[CH:28][C:25]([O:24][CH3:23])=[CH:27][C:31]=4[CH2:32][CH2:33][C:4]=3[C@@H:3]1[CH2:12][CH2:10][C:1]2=[O:8])[CH3:15]. (3) Given the reactants [CH3:1][N:2]([CH3:26])[C:3]1[CH:8]=[CH:7][C:6]([NH:9][C:10]2[N:15]=[C:14]([NH:16][CH2:17][C:18]3[O:19][CH:20]=[CH:21][CH:22]=3)[N:13]=[C:12]([O:23][CH2:24][CH3:25])[N:11]=2)=[CH:5][CH:4]=1.[NH2:27]C1C=CC=CC=1.[OH-].[K+].CC(C)=O, predict the reaction product. The product is: [CH2:24]([O:23][C:12]1[N:13]=[C:14]([NH:16][CH2:17][C:18]2[O:19][CH:20]=[CH:21][CH:22]=2)[N:15]=[C:10]([NH:9][C:6]2[CH:7]=[CH:8][C:3]3[N:2]([CH3:26])[CH:1]=[N:27][C:4]=3[CH:5]=2)[N:11]=1)[CH3:25].